This data is from Full USPTO retrosynthesis dataset with 1.9M reactions from patents (1976-2016). The task is: Predict the reactants needed to synthesize the given product. (1) Given the product [CH:32]1([CH2:29][N:26]2[CH2:27][CH2:28][N:23]([C:18]3[CH:19]=[C:20]4[C:15](=[CH:16][CH:17]=3)[N:14]=[CH:13][N:12]([C:3]3[CH:4]=[C:5]([CH:10]=[CH:11][C:2]=3[CH3:1])[C:6]([O:8][CH3:9])=[O:7])[C:21]4=[O:22])[CH2:24][CH2:25]2)[CH2:30][CH2:31]1, predict the reactants needed to synthesize it. The reactants are: [CH3:1][C:2]1[CH:11]=[CH:10][C:5]([C:6]([O:8][CH3:9])=[O:7])=[CH:4][C:3]=1[N:12]1[C:21](=[O:22])[C:20]2[C:15](=[CH:16][CH:17]=[C:18]([N:23]3[CH2:28][CH2:27][NH:26][CH2:25][CH2:24]3)[CH:19]=2)[N:14]=[CH:13]1.[C:29]1(=O)[CH2:32][CH2:31][CH2:30]1.C(O[BH-](OC(=O)C)OC(=O)C)(=O)C.[Na+].O. (2) Given the product [N:1]1([C:5]([C:7]2[N:12]=[CH:11][C:10]([O:13][C:14]3[CH:33]=[C:32]([CH:31]=[C:16]([O:17][C@H:18]4[CH2:24][CH2:25][N:49]([CH:46]5[CH2:48][CH2:47]5)[C:19]4=[O:20])[CH:15]=3)[C:34]([NH:35][C:36]3[CH:41]=[N:40][C:39]([CH3:42])=[CH:38][N:37]=3)=[O:43])=[CH:9][CH:8]=2)=[O:6])[CH2:4][CH2:3][CH2:2]1, predict the reactants needed to synthesize it. The reactants are: [N:1]1([C:5]([C:7]2[N:12]=[CH:11][C:10]([O:13][C:14]3[CH:15]=[C:16]([CH:31]=[C:32]([C:34](=[O:43])[NH:35][C:36]4[CH:41]=[N:40][C:39]([CH3:42])=[CH:38][N:37]=4)[CH:33]=3)[O:17][CH:18]([CH2:24][CH2:25]OS(C)(=O)=O)[C:19](OCC)=[O:20])=[CH:9][CH:8]=2)=[O:6])[CH2:4][CH2:3][CH2:2]1.[Na+].[I-].[CH:46]1([NH2:49])[CH2:48][CH2:47]1.